This data is from Forward reaction prediction with 1.9M reactions from USPTO patents (1976-2016). The task is: Predict the product of the given reaction. Given the reactants [CH2:1]([N:8]1[C:16]2[C:15](=[O:17])[N:14]([CH3:18])[C:13](=[O:19])[N:12]([CH3:20])[C:11]=2[N:10]=[C:9]1Cl)[C:2]1[CH:7]=[CH:6][CH:5]=[CH:4][CH:3]=1.[NH:22]1[CH2:28][CH2:27][CH2:26][CH2:25][CH:24]([NH:29][S:30]([C:33]2[CH:38]=[CH:37][C:36]([CH3:39])=[CH:35][CH:34]=2)(=[O:32])=[O:31])[CH2:23]1, predict the reaction product. The product is: [CH2:1]([N:8]1[C:16]2[C:15](=[O:17])[N:14]([CH3:18])[C:13](=[O:19])[N:12]([CH3:20])[C:11]=2[N:10]=[C:9]1[N:22]1[CH2:28][CH2:27][CH2:26][CH2:25][CH:24]([NH:29][S:30]([C:33]2[CH:34]=[CH:35][C:36]([CH3:39])=[CH:37][CH:38]=2)(=[O:31])=[O:32])[CH2:23]1)[C:2]1[CH:7]=[CH:6][CH:5]=[CH:4][CH:3]=1.